Dataset: Peptide-MHC class I binding affinity with 185,985 pairs from IEDB/IMGT. Task: Regression. Given a peptide amino acid sequence and an MHC pseudo amino acid sequence, predict their binding affinity value. This is MHC class I binding data. The peptide sequence is AVLLHEESM. The MHC is HLA-B57:01 with pseudo-sequence HLA-B57:01. The binding affinity (normalized) is 0.0116.